This data is from Catalyst prediction with 721,799 reactions and 888 catalyst types from USPTO. The task is: Predict which catalyst facilitates the given reaction. (1) Reactant: [Cl:1][C:2]1[C:9]([Cl:10])=[CH:8][CH:7]=[C:6]([N+:11]([O-:13])=[O:12])[C:3]=1[C:4]#[N:5].B.O1CCCC1.CO. Product: [ClH:1].[Cl:1][C:2]1[C:9]([Cl:10])=[CH:8][CH:7]=[C:6]([N+:11]([O-:13])=[O:12])[C:3]=1[CH2:4][NH2:5]. The catalyst class is: 7. (2) Reactant: FC1C=CC=CC=1[O:4][CH:5]1[CH2:10][CH2:9][N:8]([C:11]2C=[CH:15][C:14](I)=[CH:13][N:12]=2)[CH2:7][CH2:6]1.ClC1N=CC=C[N:24]=1.OC1CCNCC1. Product: [N:24]1[CH:15]=[CH:14][CH:13]=[N:12][C:11]=1[N:8]1[CH2:7][CH2:6][CH:5]([OH:4])[CH2:10][CH2:9]1. The catalyst class is: 3. (3) Reactant: C([O:3][C:4](=[O:29])[CH2:5][C:6]1[CH:11]=[CH:10][C:9]([O:12][CH2:13]/[CH:14]=[C:15](/[C:22]2[CH:27]=[CH:26][C:25]([Br:28])=[CH:24][CH:23]=2)\[C:16]2[CH:21]=[CH:20][CH:19]=[CH:18][CH:17]=2)=[CH:8][CH:7]=1)C.[OH-].[Na+].O. Product: [Br:28][C:25]1[CH:24]=[CH:23][C:22](/[C:15](/[C:16]2[CH:17]=[CH:18][CH:19]=[CH:20][CH:21]=2)=[CH:14]/[CH2:13][O:12][C:9]2[CH:10]=[CH:11][C:6]([CH2:5][C:4]([OH:29])=[O:3])=[CH:7][CH:8]=2)=[CH:27][CH:26]=1. The catalyst class is: 219. (4) Reactant: S=[C:2]1[CH2:6][S:5][C:4](=[O:7])[NH:3]1.Cl.[NH2:9][C@H:10]1[CH2:15][CH2:14][CH2:13][CH2:12][C@H:11]1[OH:16].C(N(C(C)C)C(C)C)C. Product: [OH:16][C@H:11]1[CH2:12][CH2:13][CH2:14][CH2:15][C@H:10]1[NH:9][C:2]1[CH2:6][S:5][C:4](=[O:7])[N:3]=1. The catalyst class is: 8. (5) Reactant: [Cl:1][C:2]1[C:10]2[N:9]=[C:8]3[N:11]([C:15]4[CH:20]=[CH:19][C:18]([O:21][CH3:22])=[CH:17][C:16]=4[Cl:23])[CH2:12][CH2:13][CH2:14][N:7]3[C:6]=2[C:5]([CH:24]([CH:26]2[CH2:28][CH2:27]2)[OH:25])=[CH:4][CH:3]=1.N(C(N1CCCCC1)=O)=NC(N1CCCCC1)=O.C(P(CCCC)CCCC)CCC.[F:60][C:61]([F:65])([F:64])[CH2:62]O. Product: [Cl:1][C:2]1[C:10]2[N:9]=[C:8]3[N:11]([C:15]4[CH:20]=[CH:19][C:18]([O:21][CH3:22])=[CH:17][C:16]=4[Cl:23])[CH2:12][CH2:13][CH2:14][N:7]3[C:6]=2[C:5]([CH:24]([CH:26]2[CH2:28][CH2:27]2)[O:25][CH2:62][C:61]([F:65])([F:64])[F:60])=[CH:4][CH:3]=1. The catalyst class is: 7. (6) Reactant: [NH2:1][C:2]1[CH:15]=[CH:14][CH:13]=[CH:12][C:3]=1[C:4]([C:6]1[CH:11]=[CH:10][CH:9]=[CH:8][CH:7]=1)=[O:5].[I:16]Cl.[O-]S([O-])(=O)=O.[Na+].[Na+]. Product: [NH2:1][C:2]1[CH:15]=[CH:14][C:13]([I:16])=[CH:12][C:3]=1[C:4]([C:6]1[CH:11]=[CH:10][CH:9]=[CH:8][CH:7]=1)=[O:5]. The catalyst class is: 2. (7) Reactant: [CH2:1]([O:3][P:4]([CH2:9][CH2:10][NH:11][CH2:12][C:13]([CH3:36])=[CH:14][CH2:15][C:16]1[C:17]([O:29][CH2:30][CH2:31][Si:32]([CH3:35])([CH3:34])[CH3:33])=[C:18]2[C:22](=[C:23]([CH3:27])[C:24]=1[O:25][CH3:26])[CH2:21][O:20][C:19]2=[O:28])(=[O:8])[O:5][CH2:6][CH3:7])[CH3:2].[CH3:37][S:38](Cl)(=[O:40])=[O:39].N1C=CC=CC=1. Product: [CH2:1]([O:3][P:4]([CH2:9][CH2:10][N:11]([S:38]([CH3:37])(=[O:40])=[O:39])[CH2:12][C:13]([CH3:36])=[CH:14][CH2:15][C:16]1[C:17]([O:29][CH2:30][CH2:31][Si:32]([CH3:33])([CH3:34])[CH3:35])=[C:18]2[C:22](=[C:23]([CH3:27])[C:24]=1[O:25][CH3:26])[CH2:21][O:20][C:19]2=[O:28])(=[O:8])[O:5][CH2:6][CH3:7])[CH3:2]. The catalyst class is: 2.